This data is from Peptide-MHC class II binding affinity with 134,281 pairs from IEDB. The task is: Regression. Given a peptide amino acid sequence and an MHC pseudo amino acid sequence, predict their binding affinity value. This is MHC class II binding data. (1) The peptide sequence is FQTVGSGLDHILSLA. The MHC is DRB1_0301 with pseudo-sequence DRB1_0301. The binding affinity (normalized) is 0.222. (2) The peptide sequence is MSFVTTQPEALAAAA. The MHC is DRB1_0405 with pseudo-sequence DRB1_0405. The binding affinity (normalized) is 0.681. (3) The peptide sequence is YNNNEAFKVENGSAA. The MHC is DRB3_0101 with pseudo-sequence DRB3_0101. The binding affinity (normalized) is 0.379. (4) The peptide sequence is TPFPHRKGVLFNIQY. The MHC is DRB1_1501 with pseudo-sequence DRB1_1501. The binding affinity (normalized) is 0.448. (5) The peptide sequence is RVDGLELKKLGEVSW. The MHC is DRB1_0301 with pseudo-sequence DRB1_0301. The binding affinity (normalized) is 0.285. (6) The peptide sequence is SQDLELSWNHNGLQAY. The MHC is DRB1_1302 with pseudo-sequence DRB1_1302. The binding affinity (normalized) is 0.646.